This data is from Caco-2 cell permeability data measuring drug intestinal absorption for ~900 compounds. The task is: Regression/Classification. Given a drug SMILES string, predict its absorption, distribution, metabolism, or excretion properties. Task type varies by dataset: regression for continuous measurements (e.g., permeability, clearance, half-life) or binary classification for categorical outcomes (e.g., BBB penetration, CYP inhibition). For this dataset (caco2_wang), we predict Y. (1) The compound is CC(C)NCC(COc1ccc(CCOCC2CC2)cc1)OC(=O)C1CC1. The Y is -4.13 log Papp (cm/s). (2) The molecule is C[C@@H]1NC(=O)[C@H](C)NC(=O)[C@@H](C)N(C)C(=O)[C@H](C)NC(=O)[C@@H](C)N(C)C(=O)[C@@H](C)NC1=O. The Y is -5.82 log Papp (cm/s). (3) The drug is C[C@]12CC[C@H]3[C@@H](CCC4=CC(=O)CC[C@@]43C)[C@@H]1CC[C@@H]2C(=O)CO. The Y is -4.67 log Papp (cm/s). (4) The Y is -4.61 log Papp (cm/s). The molecule is Cc1cc(CC(=O)O)n(C)c1C(=O)c1ccc(Cl)cc1. (5) The compound is COc1cc2c(cc1OC)[C@]13CC[N+]4([O-])CC5=CCO[C@@H]6CC(=O)N2[C@@H]1[C@@H]6[C@@H]5C[C@H]34. The Y is -5.46 log Papp (cm/s). (6) The compound is COc1ccc2cc(C(C)C(=O)[O-])ccc2c1.[Na+]. The Y is -4.33 log Papp (cm/s). (7) The compound is COC(=O)Nc1nc2ccc(C(=O)c3ccccc3)cc2[nH]1. The Y is -4.51 log Papp (cm/s).